This data is from Catalyst prediction with 721,799 reactions and 888 catalyst types from USPTO. The task is: Predict which catalyst facilitates the given reaction. (1) Reactant: [CH3:1][C:2]1[C:3]([NH:8][CH:9]=O)=[N:4][NH:5][C:6]=1[CH3:7].B.C1COCC1. Product: [CH3:9][NH:8][C:3]1[C:2]([CH3:1])=[C:6]([CH3:7])[NH:5][N:4]=1. The catalyst class is: 1. (2) Reactant: [C:1]1([C:7]([C:15]2[CH:20]=[CH:19][CH:18]=[CH:17][CH:16]=2)([CH:9]2[CH2:14][CH2:13][NH:12][CH2:11][CH2:10]2)[OH:8])[CH:6]=[CH:5][CH:4]=[CH:3][CH:2]=1.[C:21]([O:24][C@@H:25]([C:30]1[CH:35]=[CH:34][C:33]([C:36]([CH3:39])([CH3:38])[CH3:37])=[CH:32][CH:31]=1)[CH2:26][CH2:27][CH2:28]Cl)(=[O:23])[CH3:22].C(=O)([O-])[O-].[K+].[K+]. Product: [C:21]([O:24][C@@H:25]([C:30]1[CH:35]=[CH:34][C:33]([C:36]([CH3:37])([CH3:39])[CH3:38])=[CH:32][CH:31]=1)[CH2:26][CH2:27][CH2:28][N:12]1[CH2:13][CH2:14][CH:9]([C:7]([OH:8])([C:15]2[CH:20]=[CH:19][CH:18]=[CH:17][CH:16]=2)[C:1]2[CH:2]=[CH:3][CH:4]=[CH:5][CH:6]=2)[CH2:10][CH2:11]1)(=[O:23])[CH3:22]. The catalyst class is: 10.